Dataset: Reaction yield outcomes from USPTO patents with 853,638 reactions. Task: Predict the reaction yield, written as a fraction of the theoretical maximum amount of product (1.0 means a 100% yield; for example, 0.34 means a 34% yield). (1) The reactants are [CH3:1][O:2][C:3]1[CH:4]=[CH:5][C:6]([NH2:9])=[N:7][CH:8]=1.[Cl:10][C:11]1[CH:12]=[N:13][CH:14]=[C:15]([Cl:19])[C:16]=1[CH:17]=O.[N+:20]([C:22]1[CH:31]=[CH:30][C:25]2[O:26][CH2:27][CH2:28][O:29][C:24]=2[CH:23]=1)#[C-:21]. No catalyst specified. The product is [Cl:10][C:11]1[CH:12]=[N:13][CH:14]=[C:15]([Cl:19])[C:16]=1[C:17]1[N:9]=[C:6]2[CH:5]=[CH:4][C:3]([O:2][CH3:1])=[CH:8][N:7]2[C:21]=1[NH:20][C:22]1[CH:31]=[CH:30][C:25]2[O:26][CH2:27][CH2:28][O:29][C:24]=2[CH:23]=1. The yield is 0.0300. (2) The reactants are [CH3:1][CH:2]([CH:6]([CH3:10])[C:7](=[O:9])[CH3:8])[C:3](=O)[CH3:4].C1(C)C=CC(S(O)(=O)=O)=CC=1. The catalyst is C1C=CC=CC=1. The product is [CH3:4][C:3]1[O:9][C:7]([CH3:8])=[C:6]([CH3:10])[C:2]=1[CH3:1]. The yield is 0.190. (3) The reactants are [CH3:1][C:2]1[CH:6]=[C:5]([CH3:7])[N:4]([C:8]2[CH:9]=[C:10]([CH:25]=[CH:26][CH:27]=2)[O:11][C:12]2[CH:24]=[CH:23][C:22]3[C:21]4[C:16](=[CH:17][CH:18]=[CH:19][CH:20]=4)[NH:15][C:14]=3[CH:13]=2)[N:3]=1.Br[C:29]1[CH:34]=[C:33]([C:35]([F:38])([F:37])[F:36])[CH:32]=[CH:31][N:30]=1. No catalyst specified. The product is [CH3:1][C:2]1[CH:6]=[C:5]([CH3:7])[N:4]([C:8]2[CH:9]=[C:10]([CH:25]=[CH:26][CH:27]=2)[O:11][C:12]2[CH:24]=[CH:23][C:22]3[C:21]4[C:16](=[CH:17][CH:18]=[CH:19][CH:20]=4)[N:15]([C:29]4[CH:34]=[C:33]([C:35]([F:38])([F:37])[F:36])[CH:32]=[CH:31][N:30]=4)[C:14]=3[CH:13]=2)[N:3]=1. The yield is 0.960. (4) The reactants are [Cl:1][C:2]1[CH:3]=[N+:4]([O-:39])[CH:5]=[C:6]([Cl:38])[C:7]=1[CH2:8][C@@H:9]([C:23]1[CH:28]=[CH:27][C:26]([O:29][CH:30]([F:32])[F:31])=[C:25]([O:33][CH2:34][CH:35]2[CH2:37][CH2:36]2)[CH:24]=1)[O:10][C:11](OC1C=CC([N+]([O-])=O)=CC=1)=[O:12].[SH:40][C:41]1[CH:46]=[CH:45][C:44]([NH:47][S:48]([CH3:51])(=[O:50])=[O:49])=[CH:43][CH:42]=1. The catalyst is C(Cl)Cl.CN(C1C=CN=CC=1)C. The product is [Cl:38][C:6]1[CH:5]=[N+:4]([O-:39])[CH:3]=[C:2]([Cl:1])[C:7]=1[CH2:8][C@@H:9]([C:23]1[CH:28]=[CH:27][C:26]([O:29][CH:30]([F:31])[F:32])=[C:25]([O:33][CH2:34][CH:35]2[CH2:37][CH2:36]2)[CH:24]=1)[O:10][C:11]([S:40][C:41]1[CH:42]=[CH:43][C:44]([NH:47][S:48]([CH3:51])(=[O:50])=[O:49])=[CH:45][CH:46]=1)=[O:12]. The yield is 0.365. (5) The reactants are [N+:1]([O-:4])(O)=[O:2].[F:5][C:6]1[C:14]([F:15])=[C:13]([F:16])[CH:12]=[CH:11][C:7]=1[C:8]([OH:10])=[O:9].O. The catalyst is OS(O)(=O)=O. The product is [F:5][C:6]1[C:14]([F:15])=[C:13]([F:16])[C:12]([N+:1]([O-:4])=[O:2])=[CH:11][C:7]=1[C:8]([OH:10])=[O:9]. The yield is 0.750. (6) The reactants are C(N(C(=O)CC)CC[C:6]1[CH:11]=[CH:10][C:9]([OH:12])=[CH:8][CH:7]=1)C.[H-].[Na+].C(O[CH2:23][CH3:24])(=O)C. The catalyst is O1CCCC1. The product is [C:24]1([O:12][C:9]2[CH:8]=[CH:7][CH:6]=[CH:11][CH:10]=2)[CH:23]=[CH:8][CH:7]=[CH:6][CH:11]=1. The yield is 0.320.